This data is from Reaction yield outcomes from USPTO patents with 853,638 reactions. The task is: Predict the reaction yield, written as a fraction of the theoretical maximum amount of product (1.0 means a 100% yield; for example, 0.34 means a 34% yield). (1) The reactants are [CH2:1]([N:8]([CH3:32])[C:9]1[C:10]([C:23]2[CH:24]=[C:25]3[C:29](=[CH:30][CH:31]=2)[NH:28][N:27]=[CH:26]3)=[N:11][C:12]2[C:17]([N:18]=1)=[CH:16][C:15]([C:19]([O:21]C)=[O:20])=[CH:14][CH:13]=2)[C:2]1[CH:7]=[CH:6][CH:5]=[CH:4][CH:3]=1.[OH-].[Na+].Cl. The catalyst is CO.O. The product is [CH2:1]([N:8]([CH3:32])[C:9]1[C:10]([C:23]2[CH:24]=[C:25]3[C:29](=[CH:30][CH:31]=2)[NH:28][N:27]=[CH:26]3)=[N:11][C:12]2[C:17]([N:18]=1)=[CH:16][C:15]([C:19]([OH:21])=[O:20])=[CH:14][CH:13]=2)[C:2]1[CH:3]=[CH:4][CH:5]=[CH:6][CH:7]=1. The yield is 0.890. (2) The reactants are [C:1]([NH2:5])([CH3:4])([CH3:3])[CH3:2].[Cl:6][CH2:7][CH2:8][N:9]=[C:10]=[O:11]. The catalyst is CC#N. The product is [C:1]([NH:5][C:10]([NH:9][CH2:8][CH2:7][Cl:6])=[O:11])([CH3:4])([CH3:3])[CH3:2]. The yield is 0.830.